This data is from Forward reaction prediction with 1.9M reactions from USPTO patents (1976-2016). The task is: Predict the product of the given reaction. (1) Given the reactants [CH3:1][Mg]Br.[CH3:4][O:5][C:6]1[CH:7]=[C:8]([C:18]2[N:22]3[CH2:23][CH2:24][CH2:25][C:26]([O:32][C:33]4[CH:38]=[CH:37][CH:36]=[C:35]([C:39]([F:42])([F:41])[F:40])[CH:34]=4)(C(OCC)=O)[C:21]3=[N:20][N:19]=2)[CH:9]=[CH:10][C:11]=1[C:12]1[O:16][C:15]([CH3:17])=N[CH:13]=1.[Cl-].[NH4+:44].[CH2:45]1[CH2:49][O:48]CC1, predict the reaction product. The product is: [CH3:4][O:5][C:6]1[CH:7]=[C:8]([C:18]2[N:22]3[CH2:23][CH2:24][CH2:25][C:26]([C:49]([OH:48])([CH3:45])[CH3:1])([O:32][C:33]4[CH:38]=[CH:37][CH:36]=[C:35]([C:39]([F:40])([F:42])[F:41])[CH:34]=4)[C:21]3=[N:20][N:19]=2)[CH:9]=[CH:10][C:11]=1[C:12]1[O:16][C:15]([CH3:17])=[N:44][CH:13]=1. (2) Given the reactants [Br:1][C:2]1[N:6]2[N:7]=[C:8]([NH:11][CH:12]3[CH2:17][CH2:16][CH:15](O)[CH2:14][CH2:13]3)[CH:9]=[CH:10][C:5]2=[N:4][CH:3]=1.NC1CCC([CH2:26][OH:27])CC1, predict the reaction product. The product is: [Br:1][C:2]1[N:6]2[N:7]=[C:8]([NH:11][CH:12]3[CH2:17][CH2:16][CH:15]([CH2:26][OH:27])[CH2:14][CH2:13]3)[CH:9]=[CH:10][C:5]2=[N:4][CH:3]=1. (3) Given the reactants [CH2:1]([O:3][C:4](=[O:23])[C:5]1[CH:10]=[CH:9][C:8]([NH:11][C:12]2[CH:17]=[CH:16][CH:15]=[C:14]([CH2:18][OH:19])[CH:13]=2)=[C:7]([N+:20]([O-])=O)[CH:6]=1)[CH3:2], predict the reaction product. The product is: [CH2:1]([O:3][C:4](=[O:23])[C:5]1[CH:10]=[CH:9][C:8]([NH:11][C:12]2[CH:17]=[CH:16][CH:15]=[C:14]([CH2:18][OH:19])[CH:13]=2)=[C:7]([NH2:20])[CH:6]=1)[CH3:2].